Regression. Given a peptide amino acid sequence and an MHC pseudo amino acid sequence, predict their binding affinity value. This is MHC class I binding data. From a dataset of Peptide-MHC class I binding affinity with 185,985 pairs from IEDB/IMGT. (1) The peptide sequence is FLAVLSPTI. The MHC is HLA-A02:01 with pseudo-sequence HLA-A02:01. The binding affinity (normalized) is 1.00. (2) The binding affinity (normalized) is 1.00. The MHC is HLA-B39:01 with pseudo-sequence HLA-B39:01. The peptide sequence is YNAELLVAL. (3) The peptide sequence is ELFYILIAK. The MHC is HLA-A03:01 with pseudo-sequence HLA-A03:01. The binding affinity (normalized) is 0.330. (4) The peptide sequence is LNISGYNFSL. The MHC is HLA-A02:02 with pseudo-sequence HLA-A02:02. The binding affinity (normalized) is 0.746. (5) The peptide sequence is QIFNEDTSYY. The MHC is HLA-A11:01 with pseudo-sequence HLA-A11:01. The binding affinity (normalized) is 0.391. (6) The peptide sequence is LKFSLPFPFLYKFLL. The MHC is HLA-A02:03 with pseudo-sequence HLA-A02:03. The binding affinity (normalized) is 0.0807. (7) The peptide sequence is CVPCVREGNA. The MHC is Mamu-A01 with pseudo-sequence Mamu-A01. The binding affinity (normalized) is 0. (8) The binding affinity (normalized) is 0.195. The MHC is HLA-A68:01 with pseudo-sequence HLA-A68:01. The peptide sequence is ALKKLIIDR.